Dataset: Full USPTO retrosynthesis dataset with 1.9M reactions from patents (1976-2016). Task: Predict the reactants needed to synthesize the given product. (1) The reactants are: C(OC([N:11]1[CH2:15][CH2:14][CH:13]([C:16]2[NH:20][N:19]=[N:18][N:17]=2)[CH2:12]1)=O)C1C=CC=CC=1.[H][H]. Given the product [NH:11]1[CH2:15][CH2:14][CH:13]([C:16]2[NH:20][N:19]=[N:18][N:17]=2)[CH2:12]1, predict the reactants needed to synthesize it. (2) Given the product [NH:2]([C:6]1[CH:14]=[CH:13][C:9]([C:10]([O:33][C:31]2[CH:30]=[CH:29][C:28]([CH:34]3[CH2:35][CH2:36][N:37]([CH2:40][CH2:41][C:42]([O:44][C:45]([CH3:46])([CH3:47])[CH3:48])=[O:43])[CH2:38][CH2:39]3)=[C:27]([C:24]3[CH2:23][C:22]([CH2:49][C:50]([O:51][C:52]([CH3:55])([CH3:54])[CH3:53])=[O:56])([CH2:21][C:20](=[O:57])[O:19][C:15]([CH3:16])([CH3:17])[CH3:18])[O:26][N:25]=3)[CH:32]=2)=[O:11])=[CH:8][CH:7]=1)[C:3]([NH2:5])=[NH:4], predict the reactants needed to synthesize it. The reactants are: Cl.[NH:2]([C:6]1[CH:14]=[CH:13][C:9]([C:10](Cl)=[O:11])=[CH:8][CH:7]=1)[C:3]([NH2:5])=[NH:4].[C:15]([O:19][C:20](=[O:57])[CH2:21][C:22]1([CH2:49][C:50](=[O:56])[O:51][C:52]([CH3:55])([CH3:54])[CH3:53])[O:26][N:25]=[C:24]([C:27]2[CH:32]=[C:31]([OH:33])[CH:30]=[CH:29][C:28]=2[CH:34]2[CH2:39][CH2:38][N:37]([CH2:40][CH2:41][C:42]([O:44][C:45]([CH3:48])([CH3:47])[CH3:46])=[O:43])[CH2:36][CH2:35]2)[CH2:23]1)([CH3:18])([CH3:17])[CH3:16].N1C=CC=CC=1.CN1C(=O)CCC1.